Dataset: Full USPTO retrosynthesis dataset with 1.9M reactions from patents (1976-2016). Task: Predict the reactants needed to synthesize the given product. (1) Given the product [F:27][C:25]1[CH:26]=[C:18]([N:14]2[CH2:13][C@H:12]([CH2:11][NH:10][C:1](=[O:4])[CH2:2][CH3:3])[O:16][C:15]2=[O:17])[CH:19]=[C:20]2[C:24]=1[N:23]([CH3:28])[C:22](=[O:29])[CH2:21]2, predict the reactants needed to synthesize it. The reactants are: [C:1](O[C:1](=[O:4])[CH2:2][CH3:3])(=[O:4])[CH2:2][CH3:3].[NH2:10][CH2:11][C@H:12]1[O:16][C:15](=[O:17])[N:14]([C:18]2[CH:19]=[C:20]3[C:24](=[C:25]([F:27])[CH:26]=2)[N:23]([CH3:28])[C:22](=[O:29])[CH2:21]3)[CH2:13]1.C(N(CC)C(C)C)(C)C. (2) Given the product [O:5]=[CH:6][C@@H:7]([C@H:9]([C@H:11]([CH2:13][OH:14])[OH:12])[OH:10])[OH:8], predict the reactants needed to synthesize it. The reactants are: C(O)(=O)C.[O:5]=[CH:6][C@@H:7]([C@H:9]([C@H:11]([CH2:13][OH:14])[OH:12])[OH:10])[OH:8].C[O-].[Na+].CO. (3) Given the product [CH3:25][N:24]1[CH:23]=[N:22][N:21]=[C:20]1[S:19][C:10]1[CH:9]=[CH:8][C:4]2[N:5]=[CH:6][N:7]=[C:2]([NH:13][C:14]3[S:15][CH:16]=[CH:17][N:18]=3)[C:3]=2[N:11]=1, predict the reactants needed to synthesize it. The reactants are: Cl[C:2]1[C:3]2[N:11]=[C:10](Cl)[CH:9]=[CH:8][C:4]=2[N:5]=[CH:6][N:7]=1.[NH2:13][C:14]1[S:15][CH:16]=[CH:17][N:18]=1.[SH:19][C:20]1[N:24]([CH3:25])[CH:23]=[N:22][N:21]=1. (4) Given the product [C:42]([O:41][C:39]([N:36]1[CH2:35][CH:34]=[C:33]([C:2]2[CH:3]=[CH:4][C:5]([CH2:8][C@@H:9]([C:21]([O:23][CH3:24])=[O:22])[NH:10][C:11](=[O:20])[C:12]3[C:17]([Cl:18])=[CH:16][CH:15]=[CH:14][C:13]=3[Cl:19])=[N:6][CH:7]=2)[CH2:38][CH2:37]1)=[O:40])([CH3:45])([CH3:43])[CH3:44], predict the reactants needed to synthesize it. The reactants are: Br[C:2]1[CH:3]=[CH:4][C:5]([CH2:8][C@@H:9]([C:21]([O:23][CH3:24])=[O:22])[NH:10][C:11](=[O:20])[C:12]2[C:17]([Cl:18])=[CH:16][CH:15]=[CH:14][C:13]=2[Cl:19])=[N:6][CH:7]=1.CC1(C)C(C)(C)OB([C:33]2[CH2:34][CH2:35][N:36]([C:39]([O:41][C:42]([CH3:45])([CH3:44])[CH3:43])=[O:40])[CH2:37][CH:38]=2)O1.C(=O)([O-])[O-].[K+].[K+]. (5) Given the product [C@H:1]([N:5]1[C:13]2[CH:12]=[C:11]([NH:14][C:15]3[CH:20]=[CH:19][N:18]=[C:17]([C:21]4[CH:22]=[N:23][N:24]([S:26]([CH2:29][CH3:30])(=[O:28])=[O:27])[CH:25]=4)[N:16]=3)[N:10]=[CH:9][C:8]=2[N:7]=[C:6]1[C@H:31]([OH:33])[CH3:32])([CH2:3][CH3:4])[CH3:2], predict the reactants needed to synthesize it. The reactants are: [C@H:1]([N:5]1[C:13]2[CH:12]=[C:11]([NH:14][C:15]3[CH:20]=[CH:19][N:18]=[C:17]([C:21]4[CH:22]=[N:23][N:24]([S:26]([CH2:29][CH3:30])(=[O:28])=[O:27])[CH:25]=4)[N:16]=3)[N:10]=[CH:9][C:8]=2[N:7]=[C:6]1[C@H:31]([O:33]C1CCCCO1)[CH3:32])([CH2:3][CH3:4])[CH3:2]. (6) The reactants are: [CH3:1][N:2]1[CH:6]([C:7]([O:9][C:10]([CH3:13])([CH3:12])[CH3:11])=[O:8])[CH2:5][NH:4][C:3]1=[O:14].Br[C:16]1[C:17]([CH3:22])=[N:18][CH:19]=[CH:20][CH:21]=1.C(=O)([O-])[O-].[Cs+].[Cs+].CC1(C)C2C(=C(P(C3C=CC=CC=3)C3C=CC=CC=3)C=CC=2)OC2C(P(C3C=CC=CC=3)C3C=CC=CC=3)=CC=CC1=2. Given the product [CH3:1][N:2]1[CH:6]([C:7]([O:9][C:10]([CH3:11])([CH3:13])[CH3:12])=[O:8])[CH2:5][N:4]([C:16]2[C:17]([CH3:22])=[N:18][CH:19]=[CH:20][CH:21]=2)[C:3]1=[O:14], predict the reactants needed to synthesize it. (7) Given the product [CH3:1][O:2][C:3]1[CH:20]=[CH:19][C:18]2[C@@H:17]3[C@:8]([CH:22]=[CH2:23])([C@H:9]4[C@@:13]([CH2:15][CH2:16]3)([CH3:14])[C:12](=[O:21])[CH2:11][CH2:10]4)[CH2:7][CH2:6][C:5]=2[CH:4]=1, predict the reactants needed to synthesize it. The reactants are: [CH3:1][O:2][C:3]1[CH:20]=[CH:19][C:18]2[C@@H:17]3[C@:8]([CH:22]=[CH2:23])([C@H:9]4[C@@:13]([CH2:15][CH2:16]3)([CH3:14])[C@@H:12]([OH:21])[CH2:11][CH2:10]4)[CH2:7][CH2:6][C:5]=2[CH:4]=1.[Cr](Cl)([O-])(=O)=O.[NH+]1C=CC=CC=1.